The task is: Predict the product of the given reaction.. This data is from Forward reaction prediction with 1.9M reactions from USPTO patents (1976-2016). (1) Given the reactants [CH3:1][O:2][C:3](=[O:42])[CH2:4][C:5]1[CH:10]=[CH:9][C:8]([NH:11][C:12]([C@H:14]2[C@H:18]([C:19]3[CH:24]=[CH:23][CH:22]=[C:21]([Cl:25])[C:20]=3[F:26])[C@:17]([C:29]3[CH:34]=[CH:33][C:32]([Cl:35])=[CH:31][C:30]=3[F:36])([C:27]#[N:28])[C@H:16]([CH2:37][C:38]([CH3:41])([CH3:40])[CH3:39])[NH:15]2)=[O:13])=[CH:7][CH:6]=1.[Li+].C[Si]([N-][Si](C)(C)C)(C)C.[CH2:53](I)[CH3:54], predict the reaction product. The product is: [CH3:1][O:2][C:3](=[O:42])[CH:4]([C:5]1[CH:6]=[CH:7][C:8]([NH:11][C:12]([C@H:14]2[C@H:18]([C:19]3[CH:24]=[CH:23][CH:22]=[C:21]([Cl:25])[C:20]=3[F:26])[C@:17]([C:29]3[CH:34]=[CH:33][C:32]([Cl:35])=[CH:31][C:30]=3[F:36])([C:27]#[N:28])[C@H:16]([CH2:37][C:38]([CH3:39])([CH3:41])[CH3:40])[NH:15]2)=[O:13])=[CH:9][CH:10]=1)[CH2:53][CH3:54]. (2) The product is: [O:38]1[CH2:43][CH2:42][CH:41]([N:8]2[CH2:12][CH2:11][CH2:10][CH:9]2[C:13]2[C:22]3[C:17](=[CH:18][C:19]([S:23]([O:26][C:27]4[C:28]([F:37])=[C:29]([F:36])[C:30]([F:35])=[C:31]([F:34])[C:32]=4[F:33])(=[O:24])=[O:25])=[CH:20][CH:21]=3)[CH:16]=[CH:15][N:14]=2)[CH2:40][CH2:39]1. Given the reactants FC(F)(F)C(O)=O.[NH:8]1[CH2:12][CH2:11][CH2:10][CH:9]1[C:13]1[C:22]2[C:17](=[CH:18][C:19]([S:23]([O:26][C:27]3[C:32]([F:33])=[C:31]([F:34])[C:30]([F:35])=[C:29]([F:36])[C:28]=3[F:37])(=[O:25])=[O:24])=[CH:20][CH:21]=2)[CH:16]=[CH:15][N:14]=1.[O:38]1[CH2:43][CH2:42][C:41](=O)[CH2:40][CH2:39]1.C(O[BH-](OC(=O)C)OC(=O)C)(=O)C.[Na+].C(O)(=O)C, predict the reaction product.